This data is from Reaction yield outcomes from USPTO patents with 853,638 reactions. The task is: Predict the reaction yield, written as a fraction of the theoretical maximum amount of product (1.0 means a 100% yield; for example, 0.34 means a 34% yield). (1) The yield is 0.990. The reactants are FC(F)(F)C(O)=O.C(OC(=O)[NH:14][CH2:15][C:16]1[C:17]([CH2:33][CH:34]([CH3:36])[CH3:35])=[N:18][C:19]([CH3:32])=[C:20]([CH2:29][C:30]#[N:31])[C:21]=1[C:22]1[CH:27]=[CH:26][C:25]([CH3:28])=[CH:24][CH:23]=1)(C)(C)C.C(=O)([O-])O.[Na+]. No catalyst specified. The product is [NH2:14][CH2:15][C:16]1[C:21]([C:22]2[CH:27]=[CH:26][C:25]([CH3:28])=[CH:24][CH:23]=2)=[C:20]([CH2:29][C:30]#[N:31])[C:19]([CH3:32])=[N:18][C:17]=1[CH2:33][CH:34]([CH3:35])[CH3:36]. (2) The reactants are [CH:1]1([CH:7]([C:9]2[O:10][C:11]3[CH:18]=[CH:17][C:16]([CH3:19])=[CH:15][C:12]=3[C:13]=2[CH3:14])O)[CH2:6][CH2:5][CH2:4][CH2:3][CH2:2]1.S(Cl)([Cl:22])=O.C(=O)([O-])O.[Na+]. The catalyst is N1C=CC=CC=1.C1(C)C=CC=CC=1. The product is [Cl:22][CH:7]([CH:1]1[CH2:6][CH2:5][CH2:4][CH2:3][CH2:2]1)[C:9]1[O:10][C:11]2[CH:18]=[CH:17][C:16]([CH3:19])=[CH:15][C:12]=2[C:13]=1[CH3:14]. The yield is 0.930. (3) The reactants are Br[C:2]1[CH:7]=[C:6]([F:8])[CH:5]=[C:4]([F:9])[CH:3]=1.[O:10]1[CH2:13][C:12](=[O:14])[CH2:11]1. The catalyst is C1COCC1. The product is [F:9][C:4]1[CH:3]=[C:2]([C:12]2([OH:14])[CH2:13][O:10][CH2:11]2)[CH:7]=[C:6]([F:8])[CH:5]=1. The yield is 0.560. (4) The reactants are [Cl:1][C:2]1[CH:7]=[CH:6][C:5]([S:8]([CH:11]([C:25]2[CH:30]=[C:29]([F:31])[CH:28]=[CH:27][C:26]=2[F:32])[CH2:12][CH2:13][N:14]([CH2:22][CH2:23]O)[C:15](=[O:21])[O:16][C:17]([CH3:20])([CH3:19])[CH3:18])(=[O:10])=[O:9])=[CH:4][CH:3]=1.C(C=P(CCCC)(CCCC)CCCC)#N. The catalyst is C1(C)C=CC=CC=1.C(OCC)C. The product is [Cl:1][C:2]1[CH:7]=[CH:6][C:5]([S:8]([C:11]2([C:25]3[CH:30]=[C:29]([F:31])[CH:28]=[CH:27][C:26]=3[F:32])[CH2:23][CH2:22][N:14]([C:15]([O:16][C:17]([CH3:18])([CH3:20])[CH3:19])=[O:21])[CH2:13][CH2:12]2)(=[O:9])=[O:10])=[CH:4][CH:3]=1. The yield is 0.740. (5) The reactants are [N:1]1([C:7]([NH:9][C:10]2([C:16]([OH:18])=O)[CH2:15][CH2:14][CH2:13][CH2:12][CH2:11]2)=[O:8])[CH2:6][CH2:5][O:4][CH2:3][CH2:2]1.C(N(CC)CC)C.C(Cl)(=O)C(C)(C)C.[OH:33][C@H:34]1[CH2:39][CH2:38][CH2:37][CH2:36][C@@H:35]1[NH:40][C:41](=[O:50])[C@@H:42]([OH:49])[C@@H:43]([NH2:48])[CH2:44][CH2:45][CH2:46][CH3:47]. The catalyst is C(Cl)(Cl)Cl.O1CCCC1. The product is [OH:49][C@@H:42]([C@@H:43]([NH:48][C:16]([C:10]1([NH:9][C:7]([N:1]2[CH2:2][CH2:3][O:4][CH2:5][CH2:6]2)=[O:8])[CH2:11][CH2:12][CH2:13][CH2:14][CH2:15]1)=[O:18])[CH2:44][CH2:45][CH2:46][CH3:47])[C:41]([NH:40][C@H:35]1[CH2:36][CH2:37][CH2:38][CH2:39][C@@H:34]1[OH:33])=[O:50]. The yield is 0.940. (6) The reactants are Cl[C:2]1[CH:7]=[CH:6][C:5]([CH2:8][CH2:9][C:10]([O:12][CH3:13])=[O:11])=[CH:4][C:3]=1[N+:14]([O-:16])=[O:15].[C:17]([OH:26])(=[O:25])[C:18]1[C:19](=[CH:21][CH:22]=[CH:23][CH:24]=1)[SH:20]. No catalyst specified. The product is [CH3:13][O:12][C:10]([CH2:9][CH2:8][C:5]1[CH:6]=[CH:7][C:2]([S:20][C:19]2[CH:21]=[CH:22][CH:23]=[CH:24][C:18]=2[C:17]([OH:26])=[O:25])=[C:3]([N+:14]([O-:16])=[O:15])[CH:4]=1)=[O:11]. The yield is 0.460. (7) The reactants are [OH-].[Na+].[CH3:3][C:4]([CH3:18])([CH2:9][O:10][CH2:11][C:12]1[CH:17]=[CH:16][CH:15]=[CH:14][CH:13]=1)[C:5]([O:7]C)=[O:6]. The catalyst is O1CCCC1.CO.Cl.C(OCC)(=O)C. The product is [CH3:3][C:4]([CH3:18])([CH2:9][O:10][CH2:11][C:12]1[CH:13]=[CH:14][CH:15]=[CH:16][CH:17]=1)[C:5]([OH:7])=[O:6]. The yield is 0.930.